Predict the product of the given reaction. From a dataset of Forward reaction prediction with 1.9M reactions from USPTO patents (1976-2016). (1) Given the reactants [H-].[Na+].[CH2:3]1[O:11][C:10]2[CH:9]=[CH:8][C:7](O)=[CH:6][C:5]=2[O:4]1.[CH:13]1C=CN(S(C2C=CSC=2CBr)(=O)=O)C=1, predict the reaction product. The product is: [CH3:7][CH2:6][CH2:5][CH2:10][CH2:9][CH3:8].[CH3:10][CH2:5][O:4][C:3]([CH3:13])=[O:11]. (2) The product is: [F:14][C:12]1[C:11]([F:15])=[CH:10][CH:9]=[C:8]2[C:13]=1[C:4]([CH2:1][CH:2]=[O:29])([C:22]1[CH:23]=[CH:24][C:25]([F:28])=[CH:26][CH:27]=1)[N:5]([CH2:17][C:18]([F:21])([F:19])[F:20])[C:6](=[O:16])[NH:7]2. Given the reactants [CH2:1]([C:4]1([C:22]2[CH:27]=[CH:26][C:25]([F:28])=[CH:24][CH:23]=2)[C:13]2[C:8](=[CH:9][CH:10]=[C:11]([F:15])[C:12]=2[F:14])[NH:7][C:6](=[O:16])[N:5]1[CH2:17][C:18]([F:21])([F:20])[F:19])[CH:2]=C.[O:29]=[O+][O-].CSC, predict the reaction product.